Dataset: Reaction yield outcomes from USPTO patents with 853,638 reactions. Task: Predict the reaction yield, written as a fraction of the theoretical maximum amount of product (1.0 means a 100% yield; for example, 0.34 means a 34% yield). (1) The reactants are Br[C:2]1[CH:3]=[C:4]2[C:8](=[CH:9][C:10]=1[Cl:11])[NH:7][CH:6]=[C:5]2[C:12]([O:14][CH3:15])=[O:13].[F:16][C:17]1[CH:18]=[C:19](B(O)O)[CH:20]=[CH:21][C:22]=1OC.[C:28](=[O:31])([O-])[O-].[K+].[K+].C(OCC)(=O)C. The catalyst is C1(C)C=CC=CC=1.C(O)C.C1C=CC(P(C2C=CC=CC=2)[C-]2C=CC=C2)=CC=1.C1C=CC(P(C2C=CC=CC=2)[C-]2C=CC=C2)=CC=1.Cl[Pd]Cl.[Fe+2].O. The product is [Cl:11][C:10]1[CH:9]=[C:8]2[C:4]([C:5]([C:12]([O:14][CH3:15])=[O:13])=[CH:6][NH:7]2)=[CH:3][C:2]=1[C:22]1[CH:21]=[CH:20][C:19]([O:31][CH3:28])=[CH:18][C:17]=1[F:16]. The yield is 0.320. (2) The reactants are Br[C:2]1[CH:23]=[CH:22][C:5]([C:6]([NH:8][S:9]([C:12]2[CH:17]=[CH:16][CH:15]=[CH:14][C:13]=2[S:18](=[O:21])(=[O:20])[NH2:19])(=[O:11])=[O:10])=[O:7])=[CH:4][C:3]=1[O:24][CH3:25].[CH3:26][O:27][C:28]([CH3:32])([CH3:31])[C:29]#[CH:30]. No catalyst specified. The product is [CH3:25][O:24][C:3]1[CH:4]=[C:5]([CH:22]=[CH:23][C:2]=1[C:30]#[C:29][C:28]([O:27][CH3:26])([CH3:32])[CH3:31])[C:6]([NH:8][S:9]([C:12]1[CH:17]=[CH:16][CH:15]=[CH:14][C:13]=1[S:18](=[O:21])(=[O:20])[NH2:19])(=[O:11])=[O:10])=[O:7]. The yield is 0.330. (3) The reactants are C([O:3][C:4](=[O:35])[C:5]([CH3:34])([O:23][C:24]1[CH:29]=[CH:28][C:27]([C:30]([F:33])([F:32])[F:31])=[CH:26][CH:25]=1)[CH2:6][C:7]1[CH:12]=[CH:11][C:10]([O:13][CH2:14][CH2:15][CH:16]2[CH2:20][NH:19][C:18](=[O:21])[N:17]2[CH3:22])=[CH:9][CH:8]=1)C.[H-].[Na+].[CH3:38][C:39]1[CH:40]=[C:41]([CH:44]=[CH:45][C:46]=1[CH3:47])[CH2:42]Cl. The catalyst is CN(C=O)C.CCOCC.Cl. The product is [CH3:38][C:39]1[CH:40]=[C:41]([CH:44]=[CH:45][C:46]=1[CH3:47])[CH2:42][N:19]1[CH2:20][CH:16]([CH2:15][CH2:14][O:13][C:10]2[CH:9]=[CH:8][C:7]([CH2:6][C:5]([CH3:34])([O:23][C:24]3[CH:25]=[CH:26][C:27]([C:30]([F:33])([F:31])[F:32])=[CH:28][CH:29]=3)[C:4]([OH:3])=[O:35])=[CH:12][CH:11]=2)[N:17]([CH3:22])[C:18]1=[O:21]. The yield is 0.560. (4) The reactants are [OH:1][C:2]1[N:7]([C:8]2[CH:13]=[CH:12][CH:11]=[CH:10][CH:9]=2)[C:6](=[O:14])[N:5]([CH2:15][C:16]2[CH:21]=[CH:20][CH:19]=[CH:18][CH:17]=2)[C:4](=[O:22])[C:3]=1[C:23](OCC)=[O:24].C1CCN2C(=NCCC2)CC1.[NH2:39][CH2:40][C:41]([OH:43])=[O:42]. The catalyst is C(O)C. The yield is 0.150. The product is [OH:1][C:2]1[N:7]([C:8]2[CH:13]=[CH:12][CH:11]=[CH:10][CH:9]=2)[C:6](=[O:14])[N:5]([CH2:15][C:16]2[CH:21]=[CH:20][CH:19]=[CH:18][CH:17]=2)[C:4](=[O:22])[C:3]=1[C:23]([NH:39][CH2:40][C:41]([OH:43])=[O:42])=[O:24]. (5) The reactants are [C:1]([C:3]1[CH:11]=[CH:10][C:6]([C:7]([OH:9])=[O:8])=[CH:5][CH:4]=1)#[N:2].S(=O)(=O)(O)O.[CH2:17](O)[CH3:18]. No catalyst specified. The product is [C:1]([C:3]1[CH:11]=[CH:10][C:6]([C:7]([O:9][CH2:17][CH3:18])=[O:8])=[CH:5][CH:4]=1)#[N:2]. The yield is 0.730. (6) The reactants are [F:1][C:2]1[CH:10]=[CH:9][CH:8]=[C:7]([F:11])[C:3]=1[C:4](Cl)=[O:5].[Br:12][C:13]1[C:14]([C:22]2[CH:28]=[CH:27][C:25]([NH2:26])=[CH:24][CH:23]=2)=[CH:15][C:16]2[O:20][CH2:19][O:18][C:17]=2[CH:21]=1.CCN(C(C)C)C(C)C. The catalyst is ClCCl.O1CCCC1.CO.[OH-].[Li+]. The product is [Br:12][C:13]1[C:14]([C:22]2[CH:23]=[CH:24][C:25]([NH:26][C:4](=[O:5])[C:3]3[C:2]([F:1])=[CH:10][CH:9]=[CH:8][C:7]=3[F:11])=[CH:27][CH:28]=2)=[CH:15][C:16]2[O:20][CH2:19][O:18][C:17]=2[CH:21]=1. The yield is 0.540. (7) The reactants are C([O:3][C:4]([C:6]1[N:7]=[N:8][C:9]([NH:12][CH2:13][C:14]2[C:15]([C:20]3[CH:25]=[CH:24][C:23]([Cl:26])=[CH:22][N:21]=3)=[N:16][O:17][C:18]=2[CH3:19])=[CH:10][CH:11]=1)=[O:5])C.COC(C1C=NC(OCC2C(C3C=CC(Cl)=CC=3)=NOC=2)=CN=1)=O. No catalyst specified. The product is [Cl:26][C:23]1[CH:24]=[CH:25][C:20]([C:15]2[C:14]([CH2:13][NH:12][C:9]3[N:8]=[N:7][C:6]([C:4]([OH:5])=[O:3])=[CH:11][CH:10]=3)=[C:18]([CH3:19])[O:17][N:16]=2)=[N:21][CH:22]=1. The yield is 0.920. (8) The reactants are Br[C:2]1[N:6]([S:7]([C:10]2[CH:11]=[N:12][CH:13]=[CH:14][CH:15]=2)(=[O:9])=[O:8])[CH:5]=[C:4]([CH2:16][N:17]([CH3:25])[C:18](=[O:24])[O:19][C:20]([CH3:23])([CH3:22])[CH3:21])[CH:3]=1.[F:26][C:27]1[C:32](B(O)O)=[CH:31][CH:30]=[CH:29][N:28]=1.C(=O)([O-])[O-].[Na+].[Na+]. The catalyst is COCCOC.O.C1C=CC([P]([Pd]([P](C2C=CC=CC=2)(C2C=CC=CC=2)C2C=CC=CC=2)([P](C2C=CC=CC=2)(C2C=CC=CC=2)C2C=CC=CC=2)[P](C2C=CC=CC=2)(C2C=CC=CC=2)C2C=CC=CC=2)(C2C=CC=CC=2)C2C=CC=CC=2)=CC=1. The product is [F:26][C:27]1[C:32]([C:2]2[N:6]([S:7]([C:10]3[CH:11]=[N:12][CH:13]=[CH:14][CH:15]=3)(=[O:9])=[O:8])[CH:5]=[C:4]([CH2:16][N:17]([CH3:25])[C:18](=[O:24])[O:19][C:20]([CH3:23])([CH3:22])[CH3:21])[CH:3]=2)=[CH:31][CH:30]=[CH:29][N:28]=1. The yield is 0.690. (9) The reactants are Br[C:2]1[CH:3]=[C:4]2[C:9](=[CH:10][CH:11]=1)[N:8]=[CH:7][C:6]([C:12]([CH:14]1[CH2:16][CH2:15]1)=[O:13])=[C:5]2[NH:17][CH:18]1[CH2:23][CH2:22][CH:21]([N:24]2[CH2:28][CH2:27][CH:26]([O:29][CH3:30])[CH2:25]2)[CH2:20][CH2:19]1.[Cl:31][C:32]1[CH:37]=[C:36](B2OC(C)(C)C(C)(C)O2)[CH:35]=[C:34]([Cl:47])[C:33]=1[OH:48]. No catalyst specified. The product is [CH:14]1([C:12]([C:6]2[CH:7]=[N:8][C:9]3[C:4]([C:5]=2[NH:17][CH:18]2[CH2:23][CH2:22][CH:21]([N:24]4[CH2:28][CH2:27][CH:26]([O:29][CH3:30])[CH2:25]4)[CH2:20][CH2:19]2)=[CH:3][C:2]([C:36]2[CH:37]=[C:32]([Cl:31])[C:33]([OH:48])=[C:34]([Cl:47])[CH:35]=2)=[CH:11][CH:10]=3)=[O:13])[CH2:15][CH2:16]1. The yield is 0.640.